The task is: Predict the product of the given reaction.. This data is from Forward reaction prediction with 1.9M reactions from USPTO patents (1976-2016). (1) Given the reactants CO[C:3]1[CH:8]=[CH:7][CH:6]=[CH:5][C:4]=1[S:9][CH2:10][CH2:11][CH2:12][N:13]([C@H:29]1[CH2:34][CH2:33][C@H:32]([CH3:35])[CH2:31][CH2:30]1)[C:14](=[O:28])[NH:15][C:16]1[S:17][C:18]([S:21][C:22]([CH3:27])([CH3:26])[C:23]([OH:25])=[O:24])=[CH:19][N:20]=1.[CH2:36]([O:38]C(=O)C(SC1SC(N)=NC=1)(C)C)C.COC1C=CC(S)=CC=1, predict the reaction product. The product is: [CH3:36][O:38][C:7]1[CH:6]=[CH:5][C:4]([S:9][CH2:10][CH2:11][CH2:12][N:13]([C@H:29]2[CH2:30][CH2:31][C@H:32]([CH3:35])[CH2:33][CH2:34]2)[C:14](=[O:28])[NH:15][C:16]2[S:17][C:18]([S:21][C:22]([CH3:26])([CH3:27])[C:23]([OH:25])=[O:24])=[CH:19][N:20]=2)=[CH:3][CH:8]=1. (2) Given the reactants [OH-].[Na+].[Br:3][C:4]1[CH:9]=[CH:8][N:7]=[C:6]2[NH:10][CH:11]=[CH:12][C:5]=12.[S:13](Cl)([C:16]1[CH:22]=[CH:21][C:19]([CH3:20])=[CH:18][CH:17]=1)(=[O:15])=[O:14], predict the reaction product. The product is: [Br:3][C:4]1[CH:9]=[CH:8][N:7]=[C:6]2[N:10]([S:13]([C:16]3[CH:22]=[CH:21][C:19]([CH3:20])=[CH:18][CH:17]=3)(=[O:15])=[O:14])[CH:11]=[CH:12][C:5]=12. (3) Given the reactants [F:1][C:2]1[CH:7]=[CH:6][C:5](B(O)O)=[CH:4][CH:3]=1.C(O)(=O)CCCCCCCCCCCCC.N1C(C)=CC=CC=1C.[NH2:35][C:36]1[CH:45]=[C:44]([I:46])[CH:43]=[CH:42][C:37]=1[C:38]([O:40][CH3:41])=[O:39].Cl, predict the reaction product. The product is: [F:1][C:2]1[CH:7]=[CH:6][C:5]([NH:35][C:36]2[CH:45]=[C:44]([I:46])[CH:43]=[CH:42][C:37]=2[C:38]([O:40][CH3:41])=[O:39])=[CH:4][CH:3]=1. (4) Given the reactants [F:1][C:2]1[C:11]([CH2:12][CH2:13][CH:14]2[CH2:16][O:15]2)=[C:10]2[C:5]([CH:6]=[CH:7][C:8]([O:17]C)=[N:9]2)=[N:4][CH:3]=1.FC(F)(F)S([O-])(=O)=O.[Yb+3].FC(F)(F)S([O-])(=O)=O.FC(F)(F)S([O-])(=O)=O.O.C(=O)(O)[O-].[Na+], predict the reaction product. The product is: [F:1][C:2]1[CH:3]=[N:4][C:5]2[CH:6]=[CH:7][C:8](=[O:17])[N:9]3[CH:14]([CH2:16][OH:15])[CH2:13][CH2:12][C:11]=1[C:10]=23. (5) Given the reactants [O-]P([O-])([O-])=O.[K+].[K+].[K+].Br[C:10]1[CH:19]=[CH:18][C:13]([C:14]([O:16][CH3:17])=[O:15])=[CH:12][CH:11]=1.[NH:20]1[CH2:25][CH2:24][O:23][CH2:22][CH2:21]1, predict the reaction product. The product is: [C:14]([C:13]1[CH:18]=[CH:19][C:10]([N:20]2[CH2:25][CH2:24][O:23][CH2:22][CH2:21]2)=[CH:11][CH:12]=1)([O:16][CH3:17])=[O:15].